From a dataset of Peptide-MHC class I binding affinity with 185,985 pairs from IEDB/IMGT. Regression. Given a peptide amino acid sequence and an MHC pseudo amino acid sequence, predict their binding affinity value. This is MHC class I binding data. (1) The MHC is HLA-A01:01 with pseudo-sequence HLA-A01:01. The binding affinity (normalized) is 0.0514. The peptide sequence is AEMKTDAATL. (2) The peptide sequence is KKEYNETW. The MHC is Mamu-B17 with pseudo-sequence Mamu-B17. The binding affinity (normalized) is 0.235. (3) The peptide sequence is ATVANVFLY. The MHC is HLA-A68:02 with pseudo-sequence HLA-A68:02. The binding affinity (normalized) is 0.281. (4) The peptide sequence is TVADIWHAM. The MHC is HLA-A02:06 with pseudo-sequence HLA-A02:06. The binding affinity (normalized) is 0.728. (5) The peptide sequence is AVYKTYGQY. The MHC is HLA-B07:02 with pseudo-sequence HLA-B07:02. The binding affinity (normalized) is 0.0847. (6) The peptide sequence is VYNFATCGI. The MHC is HLA-B15:01 with pseudo-sequence HLA-B15:01. The binding affinity (normalized) is 0.